Dataset: Reaction yield outcomes from USPTO patents with 853,638 reactions. Task: Predict the reaction yield, written as a fraction of the theoretical maximum amount of product (1.0 means a 100% yield; for example, 0.34 means a 34% yield). (1) The catalyst is O. The product is [CH3:1][N:2]([S:26]([C:29]1[S:30][CH:31]=[CH:32][CH:33]=1)(=[O:28])=[O:27])[C:3]1[CH:4]=[C:5]([O:21][C:22]([F:24])([F:25])[F:23])[CH:6]=[C:7]2[C:11]=1[NH:10][C:9]([C:12]1[S:13][CH:14]([CH2:17][C:18]([NH2:36])=[O:20])[CH2:15][N:16]=1)=[CH:8]2. The yield is 0.430. The reactants are [CH3:1][N:2]([S:26]([C:29]1[S:30][CH:31]=[CH:32][CH:33]=1)(=[O:28])=[O:27])[C:3]1[CH:4]=[C:5]([O:21][C:22]([F:25])([F:24])[F:23])[CH:6]=[C:7]2[C:11]=1[NH:10][C:9]([C:12]1[S:13][CH:14]([CH2:17][C:18]([OH:20])=O)[CH2:15][N:16]=1)=[CH:8]2.Cl.C[N:36](C)CCCN=C=NCC.CN(C)C=O. (2) The reactants are C(OC([NH:8][C:9]1[C:10]([C:24]([OH:26])=O)=[N:11][C:12]([C:16]2[C:21]([F:22])=[CH:20][CH:19]=[CH:18][C:17]=2[F:23])=[C:13]([F:15])[CH:14]=1)=O)(C)(C)C.[NH2:27][C:28]1[C:29]([N:37]2[CH2:42][C@H:41]([CH3:43])[CH2:40][C@H:39]([NH:44]C(=O)OC(C)(C)C)[CH2:38]2)=[C:30]2[CH2:36][CH2:35][O:34][C:31]2=[N:32][CH:33]=1.CN(C(ON1N=NC2C=CC=NC1=2)=[N+](C)C)C.F[P-](F)(F)(F)(F)F.CCN(C(C)C)C(C)C. The catalyst is CN(C=O)C. The product is [NH2:8][C:9]1[C:10]([C:24]([NH:27][C:28]2[C:29]([N:37]3[CH2:42][C@H:41]([CH3:43])[CH2:40][C@H:39]([NH2:44])[CH2:38]3)=[C:30]3[CH2:36][CH2:35][O:34][C:31]3=[N:32][CH:33]=2)=[O:26])=[N:11][C:12]([C:16]2[C:17]([F:23])=[CH:18][CH:19]=[CH:20][C:21]=2[F:22])=[C:13]([F:15])[CH:14]=1. The yield is 0.290. (3) The reactants are [CH3:1][O:2][C:3]1[CH:8]=[CH:7][C:6]([C:9](=O)[C:10]([C:12]2[CH:17]=[CH:16][C:15]([O:18][CH3:19])=[CH:14][CH:13]=2)=O)=[CH:5][CH:4]=1.[NH2:21][C:22]1[CH:23]=[C:24]([S:29]([OH:32])(=[O:31])=[O:30])[CH:25]=[CH:26][C:27]=1[NH2:28]. The catalyst is C(O)C.O. The product is [CH3:1][O:2][C:3]1[CH:8]=[CH:7][C:6]([C:9]2[C:10]([C:12]3[CH:17]=[CH:16][C:15]([O:18][CH3:19])=[CH:14][CH:13]=3)=[N:21][C:22]3[C:27](=[CH:26][CH:25]=[C:24]([S:29]([OH:32])(=[O:30])=[O:31])[CH:23]=3)[N:28]=2)=[CH:5][CH:4]=1. The yield is 0.304. (4) The reactants are [NH2:1][C:2]1[C:3]([C:9]([NH:11][CH2:12][CH2:13][OH:14])=[O:10])=[N:4][C:5](Br)=[CH:6][N:7]=1.[CH3:15][C:16]1[CH:17]=[C:18](B(O)O)[CH:19]=[CH:20][CH:21]=1.[CH2:25](N(CC)CC)C. The catalyst is CN(C=O)C.C(OCC)(=O)C. The product is [CH3:25][C:6]1[N:7]=[C:2]([NH2:1])[C:3]([C:9]([NH:11][CH2:12][CH2:13][OH:14])=[O:10])=[N:4][C:5]=1[C:20]1[CH:19]=[CH:18][CH:17]=[C:16]([CH3:15])[CH:21]=1. The yield is 0.840. (5) The reactants are Cl.Cl.[CH:3]1([N:7]2[CH2:12][CH2:11][NH:10][CH2:9][CH2:8]2)[CH2:6][CH2:5][CH2:4]1.[C:13]1([C@@H:19]2[CH2:21][C@H:20]2[C:22](Cl)=[O:23])[CH:18]=[CH:17][CH:16]=[CH:15][CH:14]=1.CCOC(C)=O.CCCCCC. The catalyst is C(Cl)Cl. The product is [CH:3]1([N:7]2[CH2:12][CH2:11][N:10]([C:22]([C@@H:20]3[CH2:21][C@H:19]3[C:13]3[CH:18]=[CH:17][CH:16]=[CH:15][CH:14]=3)=[O:23])[CH2:9][CH2:8]2)[CH2:6][CH2:5][CH2:4]1. The yield is 0.570. (6) The reactants are [Cl:1][C:2]1[N:7]=[C:6]([N:8]2[CH2:14][CH:13]3[O:15][CH:10]([CH2:11][CH2:12]3)[CH2:9]2)[CH:5]=[C:4]([Cl:16])[N:3]=1.[N+:17]([C:20]1[CH:25]=[CH:24][C:23](B2OC(C)(C)C(C)(C)O2)=[CH:22][CH:21]=1)([O-:19])=[O:18].C([O-])([O-])=O.[Na+].[Na+]. The catalyst is C1(C)C=CC=CC=1.CCO.C1C=CC([P]([Pd]([P](C2C=CC=CC=2)(C2C=CC=CC=2)C2C=CC=CC=2)([P](C2C=CC=CC=2)(C2C=CC=CC=2)C2C=CC=CC=2)[P](C2C=CC=CC=2)(C2C=CC=CC=2)C2C=CC=CC=2)(C2C=CC=CC=2)C2C=CC=CC=2)=CC=1. The product is [Cl:16][C:4]1[N:3]=[C:2]([C:23]2[CH:24]=[CH:25][C:20]([N+:17]([O-:19])=[O:18])=[CH:21][CH:22]=2)[N:7]=[C:6]([N:8]2[CH2:14][CH:13]3[O:15][CH:10]([CH2:11][CH2:12]3)[CH2:9]2)[CH:5]=1.[Cl:1][C:2]1[N:7]=[C:6]([N:8]2[CH2:14][CH:13]3[O:15][CH:10]([CH2:11][CH2:12]3)[CH2:9]2)[CH:5]=[C:4]([C:23]2[CH:24]=[CH:25][C:20]([N+:17]([O-:19])=[O:18])=[CH:21][CH:22]=2)[N:3]=1. The yield is 0.100. (7) The reactants are [C:1]([C@@H:4]([NH:12][C:13](=[O:22])[O:14]CC1C=CN=CC=1)[CH2:5][C:6]1[CH:11]=[CH:10][CH:9]=[CH:8][CH:7]=1)([OH:3])=O.CC[N:25]([CH:29](C)C)[CH:26]([CH3:28])[CH3:27].CN(C(ON1N=[N:48][C:42]2[CH:43]=[CH:44][C:45](=[CH:47]C1=2)[Cl:46])=[N+](C)C)C.F[P-](F)(F)(F)(F)F.[CH3:57]NC(C)C.Cl.CCOCC. The catalyst is CN(C=O)C.C(#N)C. The product is [ClH:46].[N:48]1[CH:42]=[CH:43][C:44]([CH2:57][N:12]([C@@H:4]([CH2:5][C:6]2[CH:7]=[CH:8][CH:9]=[CH:10][CH:11]=2)[C:1]([N:25]([CH:26]([CH3:27])[CH3:28])[CH3:29])=[O:3])[C:13](=[O:22])[OH:14])=[CH:45][CH:47]=1. The yield is 0.400.